From a dataset of Reaction yield outcomes from USPTO patents with 853,638 reactions. Predict the reaction yield, written as a fraction of the theoretical maximum amount of product (1.0 means a 100% yield; for example, 0.34 means a 34% yield). (1) The reactants are [C:1]([Sn:3]([CH2:12][CH2:13][CH2:14][CH3:15])([CH2:8][CH2:9][CH2:10][CH3:11])[CH2:4][CH2:5][CH2:6][CH3:7])#[CH:2].C1C=CC=CC=1.[CH2:22]([O:24][C:25]([N:27]1[CH2:32][CH2:31][N:30]([CH2:33][CH2:34][N+:35]([O-])=[O:36])[CH2:29][CH2:28]1)=[O:26])[CH3:23].C1(N=C=O)C=CC=CC=1. The catalyst is C(N(CC)CC)C. The product is [CH2:22]([O:24][C:25]([N:27]1[CH2:32][CH2:31][N:30]([CH2:33][C:34]2[CH:2]=[C:1]([Sn:3]([CH2:8][CH2:9][CH2:10][CH3:11])([CH2:4][CH2:5][CH2:6][CH3:7])[CH2:12][CH2:13][CH2:14][CH3:15])[O:36][N:35]=2)[CH2:29][CH2:28]1)=[O:26])[CH3:23]. The yield is 0.960. (2) The reactants are Cl[C:2]1[N:9]=[C:8]([C:10]([F:13])([F:12])[F:11])[CH:7]=[CH:6][C:3]=1[C:4]#[N:5].[NH:14]1[CH2:18][CH2:17][CH2:16][CH2:15]1. No catalyst specified. The product is [N:14]1([C:2]2[N:9]=[C:8]([C:10]([F:13])([F:12])[F:11])[CH:7]=[CH:6][C:3]=2[C:4]#[N:5])[CH2:18][CH2:17][CH2:16][CH2:15]1. The yield is 0.670. (3) The reactants are [CH3:1][C:2]([C:5]([C:7]1[CH:12]=[C:11]([C:13](OC)=O)[CH:10]=[CH:9][C:8]=1[C:17]1[CH:22]=[C:21]([O:23][CH3:24])[CH:20]=[CH:19][C:18]=1[F:25])=[CH2:6])([CH3:4])[CH3:3].CN(C=O)C.S(Cl)([Cl:33])=O. The catalyst is C(Cl)Cl. The product is [Cl:33][CH2:13][C:11]1[CH:10]=[CH:9][C:8]([C:17]2[CH:22]=[C:21]([O:23][CH3:24])[CH:20]=[CH:19][C:18]=2[F:25])=[C:7]([C:5]([C:2]([CH3:4])([CH3:3])[CH3:1])=[CH2:6])[CH:12]=1. The yield is 0.940. (4) The reactants are [Cl:1][C:2]1[CH:3]=[CH:4][C:5]([O:26][CH2:27][CH:28]([CH3:30])[CH3:29])=[C:6]([CH2:8][N:9]2[C:13]([CH3:14])=[CH:12][C:11]([C:15]([NH:17][C:18]3[CH:23]=[CH:22][C:21]([CH:24]=O)=[CH:20][CH:19]=3)=[O:16])=[N:10]2)[CH:7]=1.[NH:31]1[CH2:35][CH2:34][C@H:33]([OH:36])[CH2:32]1.C(O[BH-](OC(=O)C)OC(=O)C)(=O)C.[Na+].C(OCC)(=O)C. The catalyst is O1CCCC1.[Cl-].[Na+].O. The product is [ClH:1].[Cl:1][C:2]1[CH:3]=[CH:4][C:5]([O:26][CH2:27][CH:28]([CH3:30])[CH3:29])=[C:6]([CH2:8][N:9]2[C:13]([CH3:14])=[CH:12][C:11]([C:15]([NH:17][C:18]3[CH:19]=[CH:20][C:21]([CH2:24][N:31]4[CH2:35][CH2:34][C@H:33]([OH:36])[CH2:32]4)=[CH:22][CH:23]=3)=[O:16])=[N:10]2)[CH:7]=1. The yield is 0.610. (5) The reactants are P(Br)(Br)Br.CN([CH:8]=[O:9])C.[CH3:10][N:11]([CH3:25])[C:12]([C:14]1[NH:15][C:16]2[C:21]([CH:22]=1)=[CH:20][C:19]([O:23][CH3:24])=[CH:18][CH:17]=2)=[O:13].C([O-])(O)=O.[Na+]. The catalyst is C(Cl)Cl. The product is [CH3:10][N:11]([CH3:25])[C:12]([C:14]1[NH:15][C:16]2[C:21]([C:22]=1[CH:8]=[O:9])=[CH:20][C:19]([O:23][CH3:24])=[CH:18][CH:17]=2)=[O:13]. The yield is 0.440. (6) The reactants are [CH2:9]([Te:8][Te:8][CH2:9][C@H:10]([NH2:14])[C:11]([OH:13])=[O:12])[C@H:10]([NH2:14])[C:11]([OH:13])=[O:12].[BH4-].[Na+].Cl.[CH3:18][C:19]1[CH:26]=[CH:25][C:22]([CH2:23][Cl:24])=[CH:21][CH:20]=1. The catalyst is [OH-].[Na+].O.C1COCC1. The product is [ClH:24].[CH3:18][C:19]1[CH:26]=[CH:25][C:22]([CH2:23][Te:8][CH2:9][C@@H:10]([C:11]([OH:13])=[O:12])[NH2:14])=[CH:21][CH:20]=1. The yield is 0.850. (7) The reactants are [C:1]([C:4]1[C:5](=[O:22])[N:6]([CH2:18][CH:19]([CH3:21])[CH3:20])[N:7]=[C:8]([C:10]2[CH:15]=[CH:14][C:13](C)=[C:12](F)[CH:11]=2)[CH:9]=1)([OH:3])=[O:2].C(N1C(=O)C(C(OC)=O)=CC(C2C=CC=CC=2)=N1)C(C)C. No catalyst specified. The product is [C:1]([C:4]1[C:5](=[O:22])[N:6]([CH2:18][CH:19]([CH3:20])[CH3:21])[N:7]=[C:8]([C:10]2[CH:15]=[CH:14][CH:13]=[CH:12][CH:11]=2)[CH:9]=1)([OH:3])=[O:2]. The yield is 0.825.